Dataset: Full USPTO retrosynthesis dataset with 1.9M reactions from patents (1976-2016). Task: Predict the reactants needed to synthesize the given product. The reactants are: [NH2:1][C:2]1[CH:3]=[N:4][CH:5]=[CH:6][C:7]=1[Cl:8].N1C=CC=CC=1.Cl[C:16](OC1C=CC=CC=1)=[O:17].C([O-])([O-])=O.[K+].[K+].[F:31][C:32]1([F:48])[O:36][C:35]2[CH:37]=[CH:38][C:39]([CH2:41][N:42]3[CH2:47][CH2:46][NH:45][CH2:44][CH2:43]3)=[CH:40][C:34]=2[O:33]1. Given the product [Cl:8][C:7]1[CH:6]=[CH:5][N:4]=[CH:3][C:2]=1[NH:1][C:16]([N:45]1[CH2:44][CH2:43][N:42]([CH2:41][C:39]2[CH:38]=[CH:37][C:35]3[O:36][C:32]([F:31])([F:48])[O:33][C:34]=3[CH:40]=2)[CH2:47][CH2:46]1)=[O:17], predict the reactants needed to synthesize it.